This data is from Catalyst prediction with 721,799 reactions and 888 catalyst types from USPTO. The task is: Predict which catalyst facilitates the given reaction. (1) Reactant: [C:1]([Si:5]([O:8][C:9]1[CH:14]=[C:13]([CH2:15][CH3:16])[CH:12]=[CH:11][C:10]=1[F:17])([CH3:7])[CH3:6])([CH3:4])([CH3:3])[CH3:2].C([Li])(CC)C.CN([CH:26]=[O:27])C.[Cl-].[NH4+]. Product: [Si:5]([O:8][C:9]1[C:10]([F:17])=[C:11]([CH:12]=[C:13]([CH2:15][CH3:16])[CH:14]=1)[CH:26]=[O:27])([C:1]([CH3:4])([CH3:3])[CH3:2])([CH3:7])[CH3:6]. The catalyst class is: 165. (2) Reactant: Cl[C:2]1[CH:7]=[C:6]([Cl:8])[N:5]=[C:4]([N:9]2[CH2:14][CH2:13][O:12][CH2:11][C@@H:10]2[CH3:15])[N:3]=1.[CH2:16]([NH:18][C:19](=[O:36])[NH:20][C:21]1[CH:26]=[CH:25][C:24](B2OC(C)(C)C(C)(C)O2)=[CH:23][CH:22]=1)[CH3:17].C(=O)([O-])[O-].[Cs+].[Cs+]. Product: [Cl:8][C:6]1[N:5]=[C:4]([N:9]2[CH2:14][CH2:13][O:12][CH2:11][C@@H:10]2[CH3:15])[N:3]=[C:2]([C:24]2[CH:23]=[CH:22][C:21]([NH:20][C:19]([NH:18][CH2:16][CH3:17])=[O:36])=[CH:26][CH:25]=2)[CH:7]=1. The catalyst class is: 38. (3) Reactant: [CH3:1][O:2][C:3]1[N:8]=[CH:7][C:6]([NH:9][C:10]2[C:15]([C:16]3[N:24]=[C:23]([CH3:25])[N:22]=[C:21]4[C:17]=3[N:18]=[CH:19][N:20]4C3CCCCO3)=[CH:14][C:13]([CH2:32][C:33]3[CH:38]=[CH:37][C:36]([S:39]([CH3:42])(=[O:41])=[O:40])=[CH:35][CH:34]=3)=[CH:12][N:11]=2)=[CH:5][CH:4]=1.[ClH:43]. Product: [ClH:43].[CH3:1][O:2][C:3]1[N:8]=[CH:7][C:6]([NH:9][C:10]2[C:15]([C:16]3[N:24]=[C:23]([CH3:25])[N:22]=[C:21]4[C:17]=3[N:18]=[CH:19][NH:20]4)=[CH:14][C:13]([CH2:32][C:33]3[CH:38]=[CH:37][C:36]([S:39]([CH3:42])(=[O:41])=[O:40])=[CH:35][CH:34]=3)=[CH:12][N:11]=2)=[CH:5][CH:4]=1. The catalyst class is: 6. (4) Reactant: [CH3:1][O:2][C:3]([CH2:5]P(OC)(OC)=O)=[O:4].[H-].[Na+].[CH2:14]([C:16]1[CH:26]=[C:25]([C:27]([F:30])([F:29])[F:28])[C:19]([C:20]([O:22][CH2:23][CH3:24])=[O:21])=[C:18]([CH:31]=O)[CH:17]=1)[CH3:15]. Product: [CH2:14]([C:16]1[CH:26]=[C:25]([C:27]([F:28])([F:29])[F:30])[C:19]([C:20]([O:22][CH2:23][CH3:24])=[O:21])=[C:18](/[CH:31]=[CH:5]/[C:3]([O:2][CH3:1])=[O:4])[CH:17]=1)[CH3:15]. The catalyst class is: 20. (5) Reactant: [NH2:1][C:2]1[CH:3]=[C:4]([CH2:8][OH:9])[CH:5]=[CH:6][CH:7]=1.[C:10](O[C:10]([O:12][C:13]([CH3:16])([CH3:15])[CH3:14])=[O:11])([O:12][C:13]([CH3:16])([CH3:15])[CH3:14])=[O:11]. Product: [C:13]([O:12][C:10](=[O:11])[NH:1][C:2]1[CH:7]=[CH:6][CH:5]=[C:4]([CH2:8][OH:9])[CH:3]=1)([CH3:16])([CH3:15])[CH3:14]. The catalyst class is: 7. (6) Reactant: [C:1]1([C:6]2[N:10]3[CH2:11][CH2:12][N:13]([CH3:15])[CH2:14][C:9]3=[C:8]([C:16]([NH:18][C@@H:19]([C:24]([CH3:27])([CH3:26])[CH3:25])[C:20]([NH:22][CH3:23])=[O:21])=[O:17])[N:7]=2)[CH2:5][CH2:4][CH2:3][CH:2]=1. Product: [CH:1]1([C:6]2[N:10]3[CH2:11][CH2:12][N:13]([CH3:15])[CH2:14][C:9]3=[C:8]([C:16]([NH:18][C@@H:19]([C:24]([CH3:27])([CH3:26])[CH3:25])[C:20]([NH:22][CH3:23])=[O:21])=[O:17])[N:7]=2)[CH2:2][CH2:3][CH2:4][CH2:5]1. The catalyst class is: 43. (7) Reactant: [F:1][C:2]1[C:7]([O:8][CH3:9])=[CH:6][C:5]([O:10][CH3:11])=[C:4]([F:12])[C:3]=1[N:13]1[CH2:18][C:17]2[CH:19]=[N:20][C:21]3[N:25]([S:26]([C:29]4[CH:34]=[CH:33][CH:32]=[CH:31][CH:30]=4)(=[O:28])=[O:27])[C:24]([CH2:35]O)=[CH:23][C:22]=3[C:16]=2[N:15]([CH3:37])[C:14]1=[O:38].C(N(CC)C(C)C)(C)C.CS([Cl:52])(=O)=O. Product: [Cl:52][CH2:35][C:24]1[N:25]([S:26]([C:29]2[CH:34]=[CH:33][CH:32]=[CH:31][CH:30]=2)(=[O:28])=[O:27])[C:21]2[N:20]=[CH:19][C:17]3[CH2:18][N:13]([C:3]4[C:2]([F:1])=[C:7]([O:8][CH3:9])[CH:6]=[C:5]([O:10][CH3:11])[C:4]=4[F:12])[C:14](=[O:38])[N:15]([CH3:37])[C:16]=3[C:22]=2[CH:23]=1. The catalyst class is: 2.